Dataset: Catalyst prediction with 721,799 reactions and 888 catalyst types from USPTO. Task: Predict which catalyst facilitates the given reaction. (1) Reactant: [N:1]1([C:7]2[CH:12]=[CH:11][C:10]([N:13]3[CH:22]=[CH:21][C:20]4[N:19]=[CH:18][CH:17]=[CH:16][C:15]=4[C:14]3=[O:23])=[CH:9][CH:8]=2)[CH2:6][CH2:5][NH:4][CH2:3][CH2:2]1.CC1C=CC(S(O[CH2:35][CH2:36][CH2:37][C:38]2[C:46]3[C:41](=[CH:42][CH:43]=[C:44]([C:47]#[N:48])[CH:45]=3)[NH:40][CH:39]=2)(=O)=O)=CC=1.C(=O)([O-])[O-].[K+].[K+].[I-].[K+]. Product: [O:23]=[C:14]1[N:13]([C:10]2[CH:9]=[CH:8][C:7]([N:1]3[CH2:6][CH2:5][N:4]([CH2:35][CH2:36][CH2:37][C:38]4[C:46]5[C:41](=[CH:42][CH:43]=[C:44]([C:47]#[N:48])[CH:45]=5)[NH:40][CH:39]=4)[CH2:3][CH2:2]3)=[CH:12][CH:11]=2)[CH:22]=[CH:21][C:20]2[N:19]=[CH:18][CH:17]=[CH:16][C:15]1=2. The catalyst class is: 10. (2) Reactant: [F:1][C:2]1([F:8])[CH2:4][CH:3]1[C:5](O)=[O:6].CN(C(ON1N=NC2C=CC=NC1=2)=[N+](C)C)C.F[P-](F)(F)(F)(F)F.C(N(C(C)C)C(C)C)C.[NH:42]1[CH2:47][CH2:46][CH:45]([N:48]2[CH:71]=[C:70]3[C:50]([C:51](=[O:75])[NH:52][CH2:53][CH2:54][CH2:55][CH2:56][CH2:57][CH2:58][N:59]4[CH:74]=[C:62]([C:63]5[N:73]=[C:67]([C:68](=[O:72])[NH:69]3)[CH:66]=[CH:65][CH:64]=5)[CH:61]=[N:60]4)=[N:49]2)[CH2:44][CH2:43]1. Product: [F:1][C:2]1([F:8])[CH2:4][CH:3]1[C:5]([N:42]1[CH2:47][CH2:46][CH:45]([N:48]2[CH:71]=[C:70]3[C:50]([C:51](=[O:75])[NH:52][CH2:53][CH2:54][CH2:55][CH2:56][CH2:57][CH2:58][N:59]4[CH:74]=[C:62]([C:63]5[N:73]=[C:67]([C:68](=[O:72])[NH:69]3)[CH:66]=[CH:65][CH:64]=5)[CH:61]=[N:60]4)=[N:49]2)[CH2:44][CH2:43]1)=[O:6]. The catalyst class is: 3. (3) Product: [CH2:28]([O:4][C@@H:3]1[C@@H:5]([O:6][CH2:28][C:25]2[CH:26]=[CH:27][CH:22]=[CH:23][CH:24]=2)[C@@H:7]([O:8][CH2:28][C:25]2[CH:26]=[CH:27][CH:22]=[CH:23][CH:24]=2)[C@@H:9]([CH2:11][O:12][CH2:19][C:16]2[CH:17]=[CH:18][CH:13]=[CH:14][CH:15]=2)[O:10][C@H:2]1[S:1][C:13]1[CH:18]=[CH:17][C:16]([CH3:19])=[CH:15][CH:14]=1)[C:25]1[CH:26]=[CH:27][CH:22]=[CH:23][CH:24]=1. Reactant: [S:1]([C:13]1[CH:18]=[CH:17][C:16]([CH3:19])=[CH:15][CH:14]=1)[C@@H:2]1[O:10][C@H:9]([CH2:11][OH:12])[C@H:7]([OH:8])[C@H:5]([OH:6])[C@H:3]1[OH:4].[H-].[Na+].[CH:22]1[CH:27]=[CH:26][C:25]([CH2:28]Br)=[CH:24][CH:23]=1.O. The catalyst class is: 3. (4) Reactant: [Na].[NH2:2][CH2:3][CH2:4][NH:5][CH2:6][CH2:7][NH:8][CH2:9][CH2:10][NH:11][CH2:12][CH2:13][NH2:14].CO[C:17](=[O:35])[C@H:18]([CH2:25][C:26]1[CH:31]=[CH:30][C:29]([N+:32]([O-:34])=[O:33])=[CH:28][CH:27]=1)[NH:19][CH2:20][C:21]([O:23]C)=O. Product: [N+:32]([C:29]1[CH:28]=[CH:27][C:26]([CH2:25][CH:18]2[NH:19][CH2:20][C:21](=[O:23])[NH:2][CH2:3][CH2:4][NH:5][CH2:6][CH2:7][NH:8][CH2:9][CH2:10][NH:11][CH2:12][CH2:13][NH:14][C:17]2=[O:35])=[CH:31][CH:30]=1)([O-:34])=[O:33]. The catalyst class is: 5. (5) Reactant: [C:1](=O)([O-])[O-].[K+].[K+].CB1OB(C)OB(C)O1.O1CCOCC1.Br[C:23]1[CH:24]=[CH:25][C:26]([Cl:47])=[C:27]([C:29]2[C:38]3[C:33](=[CH:34][CH:35]=[CH:36][CH:37]=3)[C:32]([C@H:39]([CH3:42])[CH2:40][CH3:41])=[C:31]([C:43]([NH:45][CH3:46])=[O:44])[N:30]=2)[CH:28]=1. Product: [Cl:47][C:26]1[CH:25]=[CH:24][C:23]([CH3:1])=[CH:28][C:27]=1[C:29]1[C:38]2[C:33](=[CH:34][CH:35]=[CH:36][CH:37]=2)[C:32]([C@H:39]([CH3:42])[CH2:40][CH3:41])=[C:31]([C:43]([NH:45][CH3:46])=[O:44])[N:30]=1. The catalyst class is: 103. (6) Reactant: [NH:1]1[CH2:5][CH2:4][N:3]=[C:2]1[C:6]1[CH:12]=[CH:11][CH:10]=[CH:9][C:7]=1[NH2:8].[N:13]#[C:14][Br:15]. Product: [BrH:15].[N:3]1[CH2:4][CH2:5][N:1]2[C:2]=1[C:6]1[CH:12]=[CH:11][CH:10]=[CH:9][C:7]=1[N:8]=[C:14]2[NH2:13]. The catalyst class is: 5. (7) Reactant: [CH:1]1([C:4]2[CH:5]=[C:6]([CH:16]([CH2:20][C@H:21]3[CH2:41][CH2:40][C:23]4([O:27][C@H:26]([C:28]5[CH:33]=[CH:32][CH:31]=[CH:30][CH:29]=5)[C@@H:25]([C:34]5[CH:39]=[CH:38][CH:37]=[CH:36][CH:35]=5)[O:24]4)[CH2:22]3)[C:17](O)=[O:18])[CH:7]=[CH:8][C:9]=2[S:10]([CH:13]2[CH2:15][CH2:14]2)(=[O:12])=[O:11])[CH2:3][CH2:2]1.CC(C)(C)C(Cl)=O.[CH2:49]([C@@H:56]1[CH2:60][O:59][C:58](=[O:61])[NH:57]1)[C:50]1[CH:55]=[CH:54][CH:53]=[CH:52][CH:51]=1.C([Li])CCC.CCCCCC.[OH-].[Na+]. Product: [CH2:49]([C@@H:56]1[CH2:60][O:59][C:58](=[O:61])[N:57]1[C:17](=[O:18])[CH:16]([C:6]1[CH:7]=[CH:8][C:9]([S:10]([CH:13]2[CH2:15][CH2:14]2)(=[O:12])=[O:11])=[C:4]([CH:1]2[CH2:2][CH2:3]2)[CH:5]=1)[CH2:20][C@H:21]1[CH2:41][CH2:40][C:23]2([O:27][C@H:26]([C:28]3[CH:29]=[CH:30][CH:31]=[CH:32][CH:33]=3)[C@@H:25]([C:34]3[CH:39]=[CH:38][CH:37]=[CH:36][CH:35]=3)[O:24]2)[CH2:22]1)[C:50]1[CH:51]=[CH:52][CH:53]=[CH:54][CH:55]=1. The catalyst class is: 531. (8) Reactant: [CH3:1][N:2]1[C:6]([N:7]2[C:11]3=[N:12][CH:13]=[C:14]([CH3:16])[CH:15]=[C:10]3[CH:9]=[CH:8]2)=[C:5](/[CH:17]=[CH:18]/[C:19]([OH:21])=O)[C:4]([CH3:22])=[N:3]1.CC1C=CC=C([N+]([O-])=O)C=1C(OC(=O)C1C([N+]([O-])=O)=CC=CC=1C)=O.[CH2:48]([S:53]([NH2:56])(=[O:55])=[O:54])[CH2:49][CH2:50][CH2:51][CH3:52].C(N(CC)CC)C. Product: [CH3:1][N:2]1[C:6]([N:7]2[C:11]3=[N:12][CH:13]=[C:14]([CH3:16])[CH:15]=[C:10]3[CH:9]=[CH:8]2)=[C:5](/[CH:17]=[CH:18]/[C:19]([NH:56][S:53]([CH2:48][CH2:49][CH2:50][CH2:51][CH3:52])(=[O:55])=[O:54])=[O:21])[C:4]([CH3:22])=[N:3]1. The catalyst class is: 594.